From a dataset of Catalyst prediction with 721,799 reactions and 888 catalyst types from USPTO. Predict which catalyst facilitates the given reaction. Reactant: [Br:1][C:2]1[C:3]([CH:9]=[N:10][S@:11]([C:13]([CH3:16])([CH3:15])[CH3:14])=[O:12])=[N:4][CH:5]=[C:6]([Br:8])[CH:7]=1.[F:17][C:18]1[CH:19]=[C:20]([CH:24]=[C:25]([F:27])[CH:26]=1)[CH2:21][Mg]Br. Product: [Br:1][C:2]1[C:3]([C@@H:9]([NH:10][S@:11]([C:13]([CH3:16])([CH3:15])[CH3:14])=[O:12])[CH2:21][C:20]2[CH:19]=[C:18]([F:17])[CH:26]=[C:25]([F:27])[CH:24]=2)=[N:4][CH:5]=[C:6]([Br:8])[CH:7]=1. The catalyst class is: 1.